Dataset: Reaction yield outcomes from USPTO patents with 853,638 reactions. Task: Predict the reaction yield, written as a fraction of the theoretical maximum amount of product (1.0 means a 100% yield; for example, 0.34 means a 34% yield). (1) The reactants are [C:1]([C:4]1[CH:8]=[C:7]([C:9]([NH:11][CH2:12][C@H:13]([N:15]2[CH:19]=[CH:18][C:17]([C:20]3[CH:25]=[CH:24][C:23]([C:26]#[N:27])=[C:22]([Cl:28])[CH:21]=3)=[N:16]2)[CH3:14])=[O:10])[NH:6][N:5]=1)(=[O:3])[CH3:2].[BH4-].[Na+]. No catalyst specified. The product is [Cl:28][C:22]1[CH:21]=[C:20]([C:17]2[CH:18]=[CH:19][N:15]([C@H:13]([CH3:14])[CH2:12][NH:11][C:9]([C:7]3[NH:6][N:5]=[C:4]([CH:1]([OH:3])[CH3:2])[CH:8]=3)=[O:10])[N:16]=2)[CH:25]=[CH:24][C:23]=1[C:26]#[N:27]. The yield is 0.870. (2) The yield is 0.750. The reactants are C([O:5][C:6]([NH:8][CH2:9][CH2:10][C@H:11]1[C:15]2[C:16]3[N:17]([N:20]=[C:21]([CH3:28])[C:22]=3C(OCC)=O)[CH:18]=[CH:19][C:14]=2[CH2:13][CH2:12]1)=O)(C)(C)C.[CH2:29](N(CC)CC)C.C(OC(=O)C)(=O)C.O. The product is [CH3:28][C:21]1[CH:22]=[C:16]2[C:15]3[C@H:11]([CH2:10][CH2:9][NH:8][C:6](=[O:5])[CH3:29])[CH2:12][CH2:13][C:14]=3[CH:19]=[CH:18][N:17]2[N:20]=1. The catalyst is Cl.O1CCCC1. (3) The reactants are N1C2C(=CC=C([C@H]3[C@@]4(C5C(=CC=CC=5)NC4=O)C3)C=2)C=N1.C([N:29]1[C:37]2[C:32](=[CH:33][C:34]([F:38])=[CH:35][CH:36]=2)[C@:31]2([CH2:40][C@H:39]2[C:41]2[CH:49]=[C:48]3[C:44]([CH:45]=[N:46][N:47]3CC3C=CC=CC=3)=[CH:43][CH:42]=2)[C:30]1=[O:57])C1C=CC=CC=1. No catalyst specified. The product is [F:38][C:34]1[CH:33]=[C:32]2[C:37](=[CH:36][CH:35]=1)[NH:29][C:30](=[O:57])[C@:31]12[CH2:40][C@H:39]1[C:41]1[CH:49]=[C:48]2[C:44]([CH:45]=[N:46][NH:47]2)=[CH:43][CH:42]=1. The yield is 0.520.